From a dataset of Peptide-MHC class II binding affinity with 134,281 pairs from IEDB. Regression. Given a peptide amino acid sequence and an MHC pseudo amino acid sequence, predict their binding affinity value. This is MHC class II binding data. (1) The peptide sequence is AYKVAATAANAAPAN. The MHC is DRB1_0901 with pseudo-sequence DRB1_0901. The binding affinity (normalized) is 0.356. (2) The MHC is HLA-DQA10101-DQB10501 with pseudo-sequence HLA-DQA10101-DQB10501. The peptide sequence is AITAMSEAQKAAKPA. The binding affinity (normalized) is 0. (3) The peptide sequence is GRGGWCYYAAAQKEV. The MHC is DRB1_1301 with pseudo-sequence DRB1_1301. The binding affinity (normalized) is 0.461. (4) The binding affinity (normalized) is 0. The MHC is DRB3_0101 with pseudo-sequence DRB3_0101. The peptide sequence is EDHWASRENSGGGVE. (5) The peptide sequence is IHLVIHRIRTLIGQEHHHHHH. The MHC is DRB1_0301 with pseudo-sequence DRB1_0301. The binding affinity (normalized) is 0.622. (6) The peptide sequence is RLIHSLSNVKNQSLG. The MHC is DRB1_1501 with pseudo-sequence DRB1_1501. The binding affinity (normalized) is 0.809. (7) The peptide sequence is IKKYFAATQFEPLAA. The MHC is HLA-DQA10301-DQB10302 with pseudo-sequence HLA-DQA10301-DQB10302. The binding affinity (normalized) is 0.383. (8) The peptide sequence is AFILDGDALFPKV. The MHC is HLA-DQA10501-DQB10201 with pseudo-sequence HLA-DQA10501-DQB10201. The binding affinity (normalized) is 0.597. (9) The peptide sequence is FVNTLVASSGSYAAT. The MHC is DRB1_0405 with pseudo-sequence DRB1_0405. The binding affinity (normalized) is 0.396.